This data is from Catalyst prediction with 721,799 reactions and 888 catalyst types from USPTO. The task is: Predict which catalyst facilitates the given reaction. (1) Reactant: C(P1(=O)OP(CCC)(=O)OP(CCC)(=O)O1)CC.[Cl:19][C:20]1[CH:25]=[CH:24][C:23](/[CH:26]=[CH:27]/[C:28]([N:30]2[CH2:35][CH2:34][CH:33]([C:36](O)=[O:37])[CH2:32][CH2:31]2)=[O:29])=[C:22]([CH2:39][N:40]2[N:44]=[N:43][C:42]([CH3:45])=[N:41]2)[CH:21]=1.[NH:46]([C:48]([O:50][C:51]([CH3:54])([CH3:53])[CH3:52])=[O:49])[NH2:47].C(N(CC)CC)C. Product: [Cl:19][C:20]1[CH:25]=[CH:24][C:23](/[CH:26]=[CH:27]/[C:28]([N:30]2[CH2:31][CH2:32][CH:33]([C:36]([NH:47][NH:46][C:48]([O:50][C:51]([CH3:54])([CH3:53])[CH3:52])=[O:49])=[O:37])[CH2:34][CH2:35]2)=[O:29])=[C:22]([CH2:39][N:40]2[N:44]=[N:43][C:42]([CH3:45])=[N:41]2)[CH:21]=1. The catalyst class is: 85. (2) Reactant: [CH2:1]([O:8][C:9]1[N:14]=[CH:13][C:12]([C:15]2[C:16]([CH3:41])=[N:17][C:18]([CH3:40])=[C:19]([C@H:29]([O:35][C:36]([CH3:39])([CH3:38])[CH3:37])[C:30]([O:32]CC)=[O:31])[C:20]=2[N:21]2[CH2:26][CH2:25][C:24]([CH3:28])([CH3:27])[CH2:23][CH2:22]2)=[CH:11][CH:10]=1)[C:2]1[CH:7]=[CH:6][CH:5]=[CH:4][CH:3]=1.[Li+].[OH-]. Product: [CH2:1]([O:8][C:9]1[N:14]=[CH:13][C:12]([C:15]2[C:16]([CH3:41])=[N:17][C:18]([CH3:40])=[C:19]([C@H:29]([O:35][C:36]([CH3:39])([CH3:38])[CH3:37])[C:30]([OH:32])=[O:31])[C:20]=2[N:21]2[CH2:26][CH2:25][C:24]([CH3:28])([CH3:27])[CH2:23][CH2:22]2)=[CH:11][CH:10]=1)[C:2]1[CH:7]=[CH:6][CH:5]=[CH:4][CH:3]=1. The catalyst class is: 88. (3) Reactant: [C:1]([C:5]1[CH:10]=[CH:9][C:8]([C@H:11]2[CH2:20][CH2:19][CH2:18][C@@H:17]3[N:12]2[C:13](=[O:21])[CH2:14][CH:15]=[CH:16]3)=[CH:7][CH:6]=1)([O:3][CH3:4])=[O:2].[H][H]. Product: [C:1]([C:5]1[CH:10]=[CH:9][C:8]([C@H:11]2[CH2:20][CH2:19][CH2:18][C@@H:17]3[N:12]2[C:13](=[O:21])[CH2:14][CH2:15][CH2:16]3)=[CH:7][CH:6]=1)([O:3][CH3:4])=[O:2]. The catalyst class is: 663. (4) Reactant: [CH2:1]([OH:11])[CH2:2][CH2:3][CH2:4][CH2:5][CH2:6][CH2:7][CH2:8][CH2:9][CH3:10].CS(C)=O.[H-].[Na+].S(OCC1CCC=CC1)([C:21]1[CH:27]=[CH:26][C:24]([CH3:25])=[CH:23][CH:22]=1)(=O)=O. Product: [CH2:1]([O:11][CH2:25][CH:24]1[CH2:26][CH2:27][CH2:21][CH:22]=[CH:23]1)[CH2:2][CH2:3][CH2:4][CH2:5][CH2:6][CH2:7][CH2:8][CH2:9][CH3:10]. The catalyst class is: 6. (5) Reactant: CC1(C)CCCC(C)(C)N1.[Li]CCCC.[F:16][C:17]1[CH:22]=[N:21][CH:20]=[CH:19][N:18]=1.[Cl:23][C:24]1[N:29]=[C:28]([C:30](OC)=[O:31])[CH:27]=[CH:26][CH:25]=1. Product: [Cl:23][C:24]1[N:29]=[C:28]([C:30]([C:22]2[C:17]([F:16])=[N:18][CH:19]=[CH:20][N:21]=2)=[O:31])[CH:27]=[CH:26][CH:25]=1. The catalyst class is: 1. (6) Reactant: [NH2:1][C:2]1[CH:34]=[CH:33][C:5]([CH2:6][NH:7][C:8]2[C:17]3[C:16]([CH3:18])=[N:15][CH:14]=[N:13][C:12]=3[N:11]([O:19][CH2:20][C:21]3[CH:26]=[CH:25][CH:24]=[CH:23][CH:22]=3)[C:10](=[O:27])[C:9]=2[C:28]([O:30][CH2:31][CH3:32])=[O:29])=[CH:4][CH:3]=1.[C:35](Cl)(=[O:37])[CH3:36]. Product: [C:35]([NH:1][C:2]1[CH:34]=[CH:33][C:5]([CH2:6][NH:7][C:8]2[C:17]3[C:16]([CH3:18])=[N:15][CH:14]=[N:13][C:12]=3[N:11]([O:19][CH2:20][C:21]3[CH:26]=[CH:25][CH:24]=[CH:23][CH:22]=3)[C:10](=[O:27])[C:9]=2[C:28]([O:30][CH2:31][CH3:32])=[O:29])=[CH:4][CH:3]=1)(=[O:37])[CH3:36]. The catalyst class is: 347. (7) Reactant: [OH:1][C:2]1[C:3]2[CH:16]=[N:15][N:14]([CH:17]([CH3:19])[CH3:18])[C:4]=2[NH:5][C:6](=[O:13])[C:7]=1C(OCC)=O.Cl. Product: [CH:17]([N:14]1[C:4]2[N:5]=[C:6]([OH:13])[CH:7]=[C:2]([OH:1])[C:3]=2[CH:16]=[N:15]1)([CH3:19])[CH3:18]. The catalyst class is: 74.